From a dataset of Full USPTO retrosynthesis dataset with 1.9M reactions from patents (1976-2016). Predict the reactants needed to synthesize the given product. (1) Given the product [C:6]1([C:3]2([C:4]#[N:5])[CH2:2][CH2:16][CH:17]=[CH:18][CH2:13][CH2:12]2)[CH:7]=[CH:8][CH:9]=[CH:10][CH:11]=1, predict the reactants needed to synthesize it. The reactants are: C[CH:2]([CH2:16][CH:17]=[CH2:18])[C:3]([CH2:12][CH2:13]CC)([C:6]1[CH:11]=[CH:10][CH:9]=[CH:8][CH:7]=1)[C:4]#[N:5]. (2) Given the product [O:1]1[CH2:2][CH2:3][CH2:4][CH2:5][CH:6]1[N:25]1[CH:26]=[C:22]([B:17]2[O:16][C:15]([CH3:27])([CH3:14])[C:19]([CH3:21])([CH3:20])[O:18]2)[CH:23]=[N:24]1, predict the reactants needed to synthesize it. The reactants are: [O:1]1[CH:6]=[CH:5][CH2:4][CH2:3][CH2:2]1.FC(F)(F)C(O)=O.[CH3:14][C:15]1([CH3:27])[C:19]([CH3:21])([CH3:20])[O:18][B:17]([C:22]2[CH:23]=[N:24][NH:25][CH:26]=2)[O:16]1. (3) Given the product [CH3:71][C@H:68]1[CH2:69][CH2:70][C@H:65]([C:63]([N:59]([CH:60]([CH3:62])[CH3:61])[C:52]2[CH:51]=[C:50]([C:47]3[CH:48]=[CH:49][C:44]([NH:43][C:7]([C:5]4[CH:4]=[N:3][N:2]([CH3:1])[CH:6]=4)=[O:9])=[CH:45][CH:46]=3)[S:54][C:53]=2[C:55]([O:57][CH3:58])=[O:56])=[O:64])[CH2:66][CH2:67]1, predict the reactants needed to synthesize it. The reactants are: [CH3:1][N:2]1[CH:6]=[C:5]([C:7]([OH:9])=O)[CH:4]=[N:3]1.CN(C(ON1N=NC2C=CC=NC1=2)=[N+](C)C)C.F[P-](F)(F)(F)(F)F.CCN(C(C)C)C(C)C.[NH2:43][C:44]1[CH:49]=[CH:48][C:47]([C:50]2[S:54][C:53]([C:55]([O:57][CH3:58])=[O:56])=[C:52]([N:59]([C:63]([C@H:65]3[CH2:70][CH2:69][C@H:68]([CH3:71])[CH2:67][CH2:66]3)=[O:64])[CH:60]([CH3:62])[CH3:61])[CH:51]=2)=[CH:46][CH:45]=1. (4) Given the product [C:32]([O:31][C:30](=[O:36])[NH:29][C@@H:24]1[C@H:23]([NH:22][C:18]2[N:19]=[CH:20][C:15]3[S:14][CH:13]=[C:12]([C:10](=[O:11])[NH:9][C:7]4[CH:6]=[CH:5][CH:4]=[C:3]([CH2:1][CH3:2])[N:8]=4)[C:16]=3[N:17]=2)[CH2:28][CH2:27][O:26][CH2:25]1)([CH3:35])([CH3:33])[CH3:34], predict the reactants needed to synthesize it. The reactants are: [CH2:1]([C:3]1[N:8]=[C:7]([NH:9][C:10]([C:12]2[C:16]3[N:17]=[C:18](Cl)[N:19]=[CH:20][C:15]=3[S:14][CH:13]=2)=[O:11])[CH:6]=[CH:5][CH:4]=1)[CH3:2].[NH2:22][C@@H:23]1[CH2:28][CH2:27][O:26][CH2:25][C@@H:24]1[NH:29][C:30](=[O:36])[O:31][C:32]([CH3:35])([CH3:34])[CH3:33].CCN(C(C)C)C(C)C. (5) Given the product [Cl:1][C:2]1[CH:3]=[CH:4][C:5]([C:8]2[CH:9]=[C:10]([NH:20][C:28]([C:26]3[CH:25]=[CH:24][NH:23][C:22](=[O:21])[CH:27]=3)=[O:29])[CH:11]=[N:12][C:13]=2[O:14][CH2:15][C:16]([F:17])([F:18])[F:19])=[CH:6][CH:7]=1, predict the reactants needed to synthesize it. The reactants are: [Cl:1][C:2]1[CH:7]=[CH:6][C:5]([C:8]2[CH:9]=[C:10]([NH2:20])[CH:11]=[N:12][C:13]=2[O:14][CH2:15][C:16]([F:19])([F:18])[F:17])=[CH:4][CH:3]=1.[O:21]=[C:22]1[CH:27]=[C:26]([C:28](O)=[O:29])[CH:25]=[CH:24][NH:23]1.